Dataset: Forward reaction prediction with 1.9M reactions from USPTO patents (1976-2016). Task: Predict the product of the given reaction. (1) Given the reactants [NH2:1][C:2]1[C:7]([NH2:8])=[C:6]([NH:9][C:10]23[C:16]([CH3:18])([CH3:17])[C:13]([CH3:19])([CH2:14][CH2:15]2)[C:12](=[O:20])[CH2:11]3)[C:5]([Cl:21])=[CH:4][N:3]=1.[CH3:22][N:23]1[CH:27]=[C:26]([CH:28]=O)[CH:25]=[N:24]1.C([O-])(=O)C.[NH4+], predict the reaction product. The product is: [Cl:21][C:5]1[C:6]([NH:9][C:10]23[C:16]([CH3:17])([CH3:18])[C:13]([CH3:19])([CH2:14][CH2:15]2)[C:12](=[O:20])[CH2:11]3)=[C:7]2[N:8]=[C:28]([C:26]3[CH:25]=[N:24][N:23]([CH3:22])[CH:27]=3)[NH:1][C:2]2=[N:3][CH:4]=1. (2) The product is: [C:10]([C:3]1[S:4][CH:5]=[C:6]([CH:7]([OH:8])[CH2:9][N:19]2[CH2:18][CH2:17][N:16]([C:20]([O:22][C:23]([CH3:24])([CH3:25])[CH3:26])=[O:21])[CH2:15][C@H:14]2[CH2:13][OH:12])[C:2]=1[CH3:1])#[N:11]. Given the reactants [CH3:1][C:2]1[C:6]([CH:7]2[CH2:9][O:8]2)=[CH:5][S:4][C:3]=1[C:10]#[N:11].[OH:12][CH2:13][C@H:14]1[NH:19][CH2:18][CH2:17][N:16]([C:20]([O:22][C:23]([CH3:26])([CH3:25])[CH3:24])=[O:21])[CH2:15]1, predict the reaction product. (3) Given the reactants [NH:1]([C:22]([O:24][C:25]([CH3:28])([CH3:27])[CH3:26])=[O:23])[C@H:2]([C:13]([O:15][CH:16]1[CH2:21][CH2:20][CH2:19][CH2:18][CH2:17]1)=[O:14])[C@@H:3]([CH3:12])[O:4]CC1C=CC=CC=1.CCCCCC, predict the reaction product. The product is: [NH:1]([C:22]([O:24][C:25]([CH3:26])([CH3:28])[CH3:27])=[O:23])[C@H:2]([C:13]([O:15][CH:16]1[CH2:21][CH2:20][CH2:19][CH2:18][CH2:17]1)=[O:14])[C@@H:3]([CH3:12])[OH:4]. (4) Given the reactants [OH-].[Na+].[O:3]=[CH:4][C@@H:5]([C@H:7]([C@@H]([C@@H](CO)O)O)O)[OH:6].[Na+].[Cl-].C([C:22]1([O:31][C@H:30]([CH2:32][OH:33])[C@@H:28]([OH:29])[C@H:26]([OH:27])[C@H:24]1[NH2:25])[OH:23])(=O)C(C)O, predict the reaction product. The product is: [C:4]([NH:25][C@@H:24]1[C@@H:26]([OH:27])[C@H:28]([OH:29])[C@@H:30]([CH2:32][OH:33])[O:31][CH:22]1[OH:23])(=[O:3])[CH:5]([CH3:7])[OH:6]. (5) Given the reactants [CH2:1]([NH:8][CH2:9][CH2:10][NH:11][C:12]([C:25]1[CH:30]=[CH:29][CH:28]=[CH:27][CH:26]=1)([C:19]1[CH:24]=[CH:23][CH:22]=[CH:21][CH:20]=1)[C:13]1[CH:18]=[CH:17][CH:16]=[CH:15][CH:14]=1)[C:2]1[CH:7]=[CH:6][CH:5]=[CH:4][CH:3]=1.Br[CH2:32]/[CH:33]=[CH:34]/[C:35]([O:37][CH3:38])=[O:36].C(=O)([O-])[O-].[K+].[K+].O, predict the reaction product. The product is: [CH2:1]([N:8]([CH2:9][CH2:10][NH:11][C:12]([C:25]1[CH:30]=[CH:29][CH:28]=[CH:27][CH:26]=1)([C:13]1[CH:14]=[CH:15][CH:16]=[CH:17][CH:18]=1)[C:19]1[CH:20]=[CH:21][CH:22]=[CH:23][CH:24]=1)[CH2:32]/[CH:33]=[CH:34]/[C:35]([O:37][CH3:38])=[O:36])[C:2]1[CH:3]=[CH:4][CH:5]=[CH:6][CH:7]=1.